From a dataset of Forward reaction prediction with 1.9M reactions from USPTO patents (1976-2016). Predict the product of the given reaction. (1) Given the reactants [F:1][C:2]([F:10])([F:9])[C:3]1(C(O)=O)[CH2:5][CH2:4]1.C1C=CC(OP([O:23][C:24]2C=CC=CC=2)(N=[N+]=[N-])=O)=CC=1.C([N:32](CC)CC)C, predict the reaction product. The product is: [N:32]([C:3]1([C:2]([F:1])([F:9])[F:10])[CH2:4][CH2:5]1)=[C:24]=[O:23]. (2) Given the reactants [CH2:1]([NH2:8])[C:2]1[CH:7]=[CH:6][CH:5]=[CH:4][CH:3]=1.[Br:9][C:10]1[CH:11]=[N:12][CH:13]=[C:14](Br)[CH:15]=1.C1C=CC(P(C2C(C3C(P(C4C=CC=CC=4)C4C=CC=CC=4)=CC=C4C=3C=CC=C4)=C3C(C=CC=C3)=CC=2)C2C=CC=CC=2)=CC=1.CC(C)([O-])C.[Na+], predict the reaction product. The product is: [CH2:1]([NH:8][C:14]1[CH:13]=[N:12][CH:11]=[C:10]([Br:9])[CH:15]=1)[C:2]1[CH:7]=[CH:6][CH:5]=[CH:4][CH:3]=1. (3) Given the reactants [C:1]([Si:5]([CH3:22])([CH3:21])[O:6][C:7]1[CH:12]=[CH:11][C:10]([NH:13][C:14]2[CH:19]=[CH:18][C:17]([CH3:20])=[CH:16][CH:15]=2)=[CH:9][CH:8]=1)([CH3:4])([CH3:3])[CH3:2].[Br:23][C:24]1[CH:29]=[CH:28][C:27](I)=[CH:26][CH:25]=1.CC(C)([O-])C.[Na+], predict the reaction product. The product is: [Br:23][C:24]1[CH:29]=[CH:28][C:27]([N:13]([C:10]2[CH:11]=[CH:12][C:7]([O:6][Si:5]([C:1]([CH3:4])([CH3:3])[CH3:2])([CH3:22])[CH3:21])=[CH:8][CH:9]=2)[C:14]2[CH:15]=[CH:16][C:17]([CH3:20])=[CH:18][CH:19]=2)=[CH:26][CH:25]=1. (4) Given the reactants F[C:2]1[CH:10]=[CH:9][C:8]2[N:7]([CH2:11][C:12]3[CH:21]=[CH:20][C:15]([C:16]([O:18][CH3:19])=[O:17])=[CH:14][CH:13]=3)[C:6]3[CH2:22][CH2:23][N:24]([CH2:27][CH2:28]O)[C:25](=[O:26])[C:5]=3[C:4]=2[CH:3]=1.CCN(C(C)C)C(C)C.CS(Cl)(=O)=O.[OH:44][CH2:45][C@@H:46]1[CH2:50][CH2:49][CH2:48][NH:47]1, predict the reaction product. The product is: [OH:44][CH2:45][C@@H:46]1[CH2:50][CH2:49][CH2:48][N:47]1[CH2:28][CH2:27][N:24]1[CH2:23][CH2:22][C:6]2[N:7]([CH2:11][C:12]3[CH:21]=[CH:20][C:15]([C:16]([O:18][CH3:19])=[O:17])=[CH:14][CH:13]=3)[C:8]3[CH:9]=[CH:10][CH:2]=[CH:3][C:4]=3[C:5]=2[C:25]1=[O:26]. (5) Given the reactants Cl[C:2]1[N:7]=[CH:6][C:5]([O:8][CH3:9])=[CH:4][N:3]=1.[NH3:10], predict the reaction product. The product is: [CH3:9][O:8][C:5]1[CH:4]=[N:3][C:2]([NH2:10])=[N:7][CH:6]=1.